Dataset: Reaction yield outcomes from USPTO patents with 853,638 reactions. Task: Predict the reaction yield, written as a fraction of the theoretical maximum amount of product (1.0 means a 100% yield; for example, 0.34 means a 34% yield). (1) The reactants are B(Br)(Br)Br.[Br:5][C:6]1[CH:7]=[C:8]([C:20]([O:23]C)=[CH:21][N:22]=1)[C:9]([NH:11][CH2:12][C:13]1[CH:18]=[CH:17][C:16]([F:19])=[CH:15][CH:14]=1)=[O:10].CO. The product is [Br:5][C:6]1[CH:7]=[C:8]([C:20]([OH:23])=[CH:21][N:22]=1)[C:9]([NH:11][CH2:12][C:13]1[CH:14]=[CH:15][C:16]([F:19])=[CH:17][CH:18]=1)=[O:10]. The yield is 0.950. The catalyst is C(Cl)Cl. (2) The reactants are [NH2:1][C:2]1[S:3][C:4]2[C:10]([N:11]3[CH2:16][CH2:15][O:14][CH2:13][CH2:12]3)=[CH:9][CH:8]=[C:7]([O:17][CH3:18])[C:5]=2[N:6]=1.[C:19](Cl)(Cl)=[O:20].[CH3:23][NH:24][CH2:25][C:26]1[CH:27]=[N:28][C:29]([CH3:32])=[CH:30][CH:31]=1. No catalyst specified. The product is [CH3:18][O:17][C:7]1[C:5]2[N:6]=[C:2]([NH:1][C:19](=[O:20])[N:24]([CH3:23])[CH2:25][C:26]3[CH:27]=[N:28][C:29]([CH3:32])=[CH:30][CH:31]=3)[S:3][C:4]=2[C:10]([N:11]2[CH2:16][CH2:15][O:14][CH2:13][CH2:12]2)=[CH:9][CH:8]=1. The yield is 0.250. (3) The reactants are [Cl:1][C:2]1[CH:3]=[CH:4][CH:5]=[C:6]2[C:11]=1[C:10](=[O:12])[O:9][C:8]([C:13]1[CH:18]=[CH:17][C:16]([O:19][C:20]3[CH:25]=[CH:24][CH:23]=[CH:22][CH:21]=3)=[CH:15][CH:14]=1)=[CH:7]2.[F:26][C:27]1[CH:34]=[C:33]([F:35])[CH:32]=[CH:31][C:28]=1[CH2:29][NH2:30]. The catalyst is C1(C)C=CC=CC=1. The product is [Cl:1][C:2]1[CH:3]=[CH:4][CH:5]=[C:6]([CH2:7][C:8](=[O:9])[C:13]2[CH:18]=[CH:17][C:16]([O:19][C:20]3[CH:25]=[CH:24][CH:23]=[CH:22][CH:21]=3)=[CH:15][CH:14]=2)[C:11]=1[C:10]([NH:30][CH2:29][C:28]1[CH:31]=[CH:32][C:33]([F:35])=[CH:34][C:27]=1[F:26])=[O:12]. The yield is 0.790.